From a dataset of Reaction yield outcomes from USPTO patents with 853,638 reactions. Predict the reaction yield, written as a fraction of the theoretical maximum amount of product (1.0 means a 100% yield; for example, 0.34 means a 34% yield). The reactants are C(N(CC)CC)C.Cl[C:9]1[C:18]2[C:13](=[CH:14][CH:15]=[CH:16][N:17]=2)[N:12]=[CH:11][C:10]=1[N+:19]([O-:21])=[O:20].Cl.[NH2:23][CH2:24][C:25]1([OH:31])[CH2:30][CH2:29][CH2:28][CH2:27][CH2:26]1. The catalyst is ClCCl.Cl.NCC1(O)CCCCC1. The product is [N+:19]([C:10]1[CH:11]=[N:12][C:13]2[C:18]([C:9]=1[NH:23][CH2:24][C:25]1([OH:31])[CH2:30][CH2:29][CH2:28][CH2:27][CH2:26]1)=[N:17][CH:16]=[CH:15][CH:14]=2)([O-:21])=[O:20]. The yield is 1.00.